This data is from Catalyst prediction with 721,799 reactions and 888 catalyst types from USPTO. The task is: Predict which catalyst facilitates the given reaction. (1) Reactant: CC([N:5]([CH2:9][CH2:10][CH2:11][O:12][C:13]1[CH:18]=[CH:17][CH:16]=[C:15]([C:19]2[N:24]=[C:23]([C:25]#[C:26][C:27]([OH:30])([CH3:29])[CH3:28])[C:22]3[N:31]=[C:32]([C:36]4[C:40]([NH2:41])=[N:39][O:38][N:37]=4)[N:33]([CH2:34][CH3:35])[C:21]=3[CH:20]=2)[CH:14]=1)C(=O)[O-])(C)C. Product: [NH2:41][C:40]1[C:36]([C:32]2[N:33]([CH2:34][CH3:35])[C:21]3[CH:20]=[C:19]([C:15]4[CH:16]=[CH:17][CH:18]=[C:13]([O:12][CH2:11][CH2:10][CH2:9][NH2:5])[CH:14]=4)[N:24]=[C:23]([C:25]#[C:26][C:27]([CH3:28])([OH:30])[CH3:29])[C:22]=3[N:31]=2)=[N:37][O:38][N:39]=1. The catalyst class is: 157. (2) The catalyst class is: 38. Reactant: [C:1]([C:3]1[CH:4]=[C:5]2[C:9](=[CH:10][CH:11]=1)[N:8](C(OC(C)(C)C)=O)[C:7]([C:19]([O:21]CC)=[O:20])=[CH:6]2)#[CH:2].[Li+].[OH-].Cl. Product: [C:1]([C:3]1[CH:4]=[C:5]2[C:9](=[CH:10][CH:11]=1)[NH:8][C:7]([C:19]([OH:21])=[O:20])=[CH:6]2)#[CH:2]. (3) Reactant: [Cl:1][C:2]1[CH:7]=[C:6]([F:8])[C:5]([N+:9]([O-:11])=[O:10])=[CH:4][C:3]=1[C:12](=[O:14])[CH3:13].[Se](=O)=O.FC(F)(F)S([O-])(=O)=O.[Yb+3].FC(F)(F)S([O-])(=O)=O.FC(F)(F)S([O-])(=O)=[O:38].[O:43]1CCOC[CH2:44]1. Product: [Cl:1][C:2]1[CH:7]=[C:6]([F:8])[C:5]([N+:9]([O-:11])=[O:10])=[CH:4][C:3]=1[CH:12]([OH:14])[C:13]([O:43][CH3:44])=[O:38]. The catalyst class is: 6. (4) Reactant: [CH2:1]([O:3][C:4](=[O:9])/[CH:5]=[CH:6]/[CH2:7]Br)[CH3:2].[NH2:10][CH2:11][CH2:12][SH:13].C(N(CC)CC)C.[C:21](O[C:21]([O:23][C:24]([CH3:27])([CH3:26])[CH3:25])=[O:22])([O:23][C:24]([CH3:27])([CH3:26])[CH3:25])=[O:22]. Product: [CH2:1]([O:3][C:4](=[O:9])[CH2:5][CH:6]1[CH2:7][S:13][CH2:12][CH2:11][N:10]1[C:21]([O:23][C:24]([CH3:27])([CH3:26])[CH3:25])=[O:22])[CH3:2]. The catalyst class is: 22. (5) Reactant: [N+:1]([C:4]1[CH:5]=[C:6]([N:10]2[CH:14]=[N:13][N:12]=[N:11]2)[CH:7]=[CH:8][CH:9]=1)([O-])=O. Product: [NH2:1][C:4]1[CH:5]=[C:6]([N:10]2[CH:14]=[N:13][N:12]=[N:11]2)[CH:7]=[CH:8][CH:9]=1. The catalyst class is: 5. (6) Reactant: [OH:1][B:2]1[C:6]2[C:7]([NH:11][CH2:12][C:13]([O:15][CH2:16][CH3:17])=[O:14])=[CH:8][CH:9]=[CH:10][C:5]=2[CH2:4][O:3]1.OB1C2C(NCC(O)=O)=CC=CC=2[CH2:21]O1.C([O-])([O-])=O.[K+].[K+].CI. Product: [OH:1][B:2]1[C:6]2[C:7]([N:11]([CH3:21])[CH2:12][C:13]([O:15][CH2:16][CH3:17])=[O:14])=[CH:8][CH:9]=[CH:10][C:5]=2[CH2:4][O:3]1. The catalyst class is: 18.